This data is from Forward reaction prediction with 1.9M reactions from USPTO patents (1976-2016). The task is: Predict the product of the given reaction. (1) Given the reactants [NH2:1][C:2]1[C:7]2[CH:8]=[C:9](Br)[S:10][C:6]=2[C:5]([C:12]([NH2:14])=[O:13])=[CH:4][N:3]=1.[N+:15]([C:18]1[CH:19]=[C:20](B(O)O)[CH:21]=[CH:22][CH:23]=1)([O-:17])=[O:16].C([O-])([O-])=O.[Na+].[Na+], predict the reaction product. The product is: [NH2:1][C:2]1[C:7]2[CH:8]=[C:9]([C:22]3[CH:21]=[CH:20][CH:19]=[C:18]([N+:15]([O-:17])=[O:16])[CH:23]=3)[S:10][C:6]=2[C:5]([C:12]([NH2:14])=[O:13])=[CH:4][N:3]=1. (2) Given the reactants [C:1]([O:5][C:6]([N:8]1[CH2:12][C@H:11]([O:13][CH3:14])[CH2:10][C@H:9]1[C:15]([OH:17])=O)=[O:7])([CH3:4])([CH3:3])[CH3:2].[N:18]1[CH:23]=[CH:22][CH:21]=[C:20]([CH2:24][NH2:25])[CH:19]=1, predict the reaction product. The product is: [C:1]([O:5][C:6]([N:8]1[CH2:12][C@H:11]([O:13][CH3:14])[CH2:10][C@H:9]1[C:15](=[O:17])[NH:25][CH2:24][C:20]1[CH:19]=[N:18][CH:23]=[CH:22][CH:21]=1)=[O:7])([CH3:2])([CH3:3])[CH3:4].